From a dataset of Forward reaction prediction with 1.9M reactions from USPTO patents (1976-2016). Predict the product of the given reaction. (1) The product is: [C:19]([OH:26])(=[O:25])[CH2:20][CH2:21][C:22]([OH:24])=[O:23].[Cl:1][C:2]1[CH:12]=[CH:11][C:5]2[CH2:6][CH2:7][NH:8][CH2:9][CH2:10][C:4]=2[C:3]=1[NH:13][CH2:14][C:15]([F:16])([F:18])[F:17]. Given the reactants [Cl:1][C:2]1[CH:12]=[CH:11][C:5]2[CH2:6][CH2:7][NH:8][CH2:9][CH2:10][C:4]=2[C:3]=1[NH:13][CH2:14][C:15]([F:18])([F:17])[F:16].[C:19]([OH:26])(=[O:25])[CH2:20][CH2:21][C:22]([OH:24])=[O:23], predict the reaction product. (2) Given the reactants [CH2:1]([O:3][C:4]([C:6]1([OH:9])[CH2:8][CH2:7]1)=[O:5])[CH3:2].[H-].[Na+].C1OCCOCCOCCOCCOC1.[Br:27][C:28]1[CH:33]=[CH:32][C:31](O)=[C:30]([N+:35]([O-:37])=[O:36])[C:29]=1F, predict the reaction product. The product is: [CH2:1]([O:3][C:4]([C:6]1([O:9][C:31]2[CH:32]=[CH:33][C:28]([Br:27])=[CH:29][C:30]=2[N+:35]([O-:37])=[O:36])[CH2:8][CH2:7]1)=[O:5])[CH3:2]. (3) Given the reactants [F:1][C:2]1[CH:3]=[C:4]([CH:16]=[CH:17][CH:18]=1)[O:5][C:6]1[N:11]=[CH:10][C:9]([C:12](=O)[CH3:13])=[CH:8][C:7]=1[CH3:15].[CH3:19][C:20]([S@:23]([NH2:25])=[O:24])([CH3:22])[CH3:21], predict the reaction product. The product is: [F:1][C:2]1[CH:3]=[C:4]([CH:16]=[CH:17][CH:18]=1)[O:5][C:6]1[N:11]=[CH:10][C:9]([CH:12]([NH:25][S@@:23]([C:20]([CH3:22])([CH3:21])[CH3:19])=[O:24])[CH3:13])=[CH:8][C:7]=1[CH3:15]. (4) Given the reactants Br[C:2]1[CH:11]=[CH:10][C:9]2[C:4](=[CH:5][CH:6]=[C:7]([O:12][CH3:13])[CH:8]=2)[CH:3]=1.F[B-](F)(F)F.C[Si]([N-:23][Si](C)(C)C)(C)C.[Li+], predict the reaction product. The product is: [CH3:13][O:12][C:7]1[CH:8]=[C:9]2[C:4](=[CH:5][CH:6]=1)[CH:3]=[C:2]([NH2:23])[CH:11]=[CH:10]2. (5) The product is: [CH3:9][O:8][C:6]1[C:5]([C@@:10]2([CH3:17])[CH2:15][CH2:14][CH2:13][NH:12][C:11]2=[O:16])=[CH:4][CH:3]=[C:2]([C:24]2[CH:23]=[C:22]3[C:27](=[CH:26][CH:25]=2)[N:19]([CH3:18])[CH:20]=[CH:21]3)[N:7]=1. Given the reactants Cl[C:2]1[N:7]=[C:6]([O:8][CH3:9])[C:5]([C@@:10]2([CH3:17])[CH2:15][CH2:14][CH2:13][NH:12][C:11]2=[O:16])=[CH:4][CH:3]=1.[CH3:18][N:19]1[C:27]2[C:22](=[CH:23][C:24](B(O)O)=[CH:25][CH:26]=2)[CH:21]=[CH:20]1.C([O-])([O-])=O.[Na+].[Na+], predict the reaction product. (6) Given the reactants [C:1]([C:3]1[CH:33]=[CH:32][C:6]([CH2:7][CH:8]([C:16]([NH:18][S:19]([C:22]2C=C[C:29]3[C:24](=[CH:25][CH:26]=[CH:27][CH:28]=3)[CH:23]=2)(=[O:21])=[O:20])=[O:17])[C:9](N(CC)CC)=[O:10])=[CH:5][CH:4]=1)#[N:2].C(/S(N)(=O)=[O:43])=C\C1C=CC=CC=1, predict the reaction product. The product is: [C:1]([C:3]1[CH:4]=[CH:5][C:6]([CH2:7][CH:8]([C:16](=[O:17])[NH:18][S:19](/[CH:22]=[CH:23]/[C:24]2[CH:29]=[CH:28][CH:27]=[CH:26][CH:25]=2)(=[O:20])=[O:21])[C:9]([OH:10])=[O:43])=[CH:32][CH:33]=1)#[N:2].